Dataset: Full USPTO retrosynthesis dataset with 1.9M reactions from patents (1976-2016). Task: Predict the reactants needed to synthesize the given product. (1) Given the product [CH3:13][CH:12]([CH2:11][CH2:10][CH2:9][CH:7]([CH3:8])[CH2:6][CH2:5][CH2:4][CH:2]([CH3:3])[CH3:1])[CH2:14][CH2:15][I:41], predict the reactants needed to synthesize it. The reactants are: [CH3:1][CH:2]([CH2:4][CH2:5][CH2:6][CH:7]([CH2:9][CH2:10][CH2:11][CH:12]([CH2:14][CH2:15]O)[CH3:13])[CH3:8])[CH3:3].N1C=CN=C1.C1(P(C2C=CC=CC=2)C2C=CC=CC=2)C=CC=CC=1.[I:41]I. (2) Given the product [CH3:26][C:27]([O:30][C:31]([N:12]1[C@H:13]([C:16]([OH:18])=[O:17])[CH2:14][CH2:15][N:11]1[C:9]([O:8][CH2:7][C:1]1[CH:6]=[CH:5][CH:4]=[CH:3][CH:2]=1)=[O:10])=[O:32])([CH3:29])[CH3:28], predict the reactants needed to synthesize it. The reactants are: [C:1]1([CH2:7][O:8][C:9]([N:11]2[CH2:15][CH2:14][C@@H:13]([C:16]([OH:18])=[O:17])[NH:12]2)=[O:10])[CH:6]=[CH:5][CH:4]=[CH:3][CH:2]=1.C(N(CC)CC)C.[CH3:26][C:27]([O:30][C:31](O[C:31]([O:30][C:27]([CH3:29])([CH3:28])[CH3:26])=[O:32])=[O:32])([CH3:29])[CH3:28].